This data is from Catalyst prediction with 721,799 reactions and 888 catalyst types from USPTO. The task is: Predict which catalyst facilitates the given reaction. (1) The catalyst class is: 73. Reactant: Cl[C:2]1[C:11]([CH3:12])=[C:10]([Cl:13])[C:9]2[C:4](=[N:5][CH:6]=[CH:7][CH:8]=2)[N:3]=1.[C:14]1(B(O)O)[CH:19]=[CH:18][CH:17]=[CH:16][CH:15]=1.C(=O)([O-])[O-].[Na+].[Na+]. Product: [Cl:13][C:10]1[C:9]2[C:4](=[N:5][CH:6]=[CH:7][CH:8]=2)[N:3]=[C:2]([C:14]2[CH:19]=[CH:18][CH:17]=[CH:16][CH:15]=2)[C:11]=1[CH3:12]. (2) Reactant: [N+:1]([C:4]1[CH:20]=[CH:19][C:7]2[CH2:8][CH2:9][N:10]([C:13](=[O:18])[C:14]([F:17])([F:16])[F:15])[CH2:11][CH2:12][C:6]=2[CH:5]=1)([O-])=O.O.O.[Sn](Cl)Cl.CN(C=O)C. Product: [F:17][C:14]([F:15])([F:16])[C:13]([N:10]1[CH2:9][CH2:8][C:7]2[CH:19]=[CH:20][C:4]([NH2:1])=[CH:5][C:6]=2[CH2:12][CH2:11]1)=[O:18]. The catalyst class is: 6. (3) Reactant: Br[C:2]1[CH:7]=[CH:6][C:5]([C:8](=[O:10])[CH3:9])=[CH:4][C:3]=1[N+:11]([O-:13])=[O:12].[CH3:14][C:15]1([CH3:24])[CH2:20][CH2:19][C:18](B(O)O)=[CH:17][CH2:16]1. Product: [CH3:14][C:15]1([CH3:24])[CH2:20][CH2:19][C:18]([C:2]2[CH:7]=[CH:6][C:5]([C:8](=[O:10])[CH3:9])=[CH:4][C:3]=2[N+:11]([O-:13])=[O:12])=[CH:17][CH2:16]1. The catalyst class is: 521. (4) Reactant: [CH2:1]([O:3][C:4]([C:6]1[C:7]([CH3:26])=[C:8]([C:19]([O:21][C:22]([CH3:25])([CH3:24])[CH3:23])=[O:20])[NH:9][C:10]=1[CH2:11][CH2:12][CH2:13]OS(C)(=O)=O)=[O:5])[CH3:2].[CH2:27]([N:29]([CH2:33][CH3:34])[CH2:30][CH2:31][NH2:32])[CH3:28].C(OCC)(=O)C. Product: [CH2:1]([O:3][C:4]([C:6]1[C:7]([CH3:26])=[C:8]([C:19]([O:21][C:22]([CH3:25])([CH3:24])[CH3:23])=[O:20])[NH:9][C:10]=1[CH2:11][CH2:12][CH2:13][NH:32][CH2:31][CH2:30][N:29]([CH2:33][CH3:34])[CH2:27][CH3:28])=[O:5])[CH3:2]. The catalyst class is: 170. (5) Reactant: [NH2:1][C:2]1[C:3]([CH3:11])=[C:4]([CH:8]=[CH:9][CH:10]=1)[C:5]([OH:7])=[O:6].[As](=O)(O)(O)O.O[CH2:18][CH:19]([CH2:21]O)O.S(=O)(=O)(O)O. Product: [CH3:11][C:3]1[C:4]([C:5]([OH:7])=[O:6])=[CH:8][CH:9]=[C:10]2[C:2]=1[N:1]=[CH:21][CH:19]=[CH:18]2. The catalyst class is: 408. (6) Reactant: [C:1]([O:4]C(=O)C)(=O)[CH3:2].[NH2:8][C:9]1[C:10]([CH3:17])=[C:11]([CH:14]=[CH:15][CH:16]=1)[CH2:12][OH:13].C([O-])(=O)C.[K+].[N:23](OCCCCC)=O.C1OCCOCCOCCOCCOCCOC1. Product: [C:1]([N:8]1[C:9]2[CH:16]=[CH:15][CH:14]=[C:11]([CH2:12][OH:13])[C:10]=2[CH:17]=[N:23]1)(=[O:4])[CH3:2]. The catalyst class is: 452. (7) Reactant: [Br:1][C:2]1[CH:7]=[C:6]([C:8]2[C:20]3[C:19]([CH3:21])=[C:18]([CH3:22])[S:17][C:16]=3[C:15]([S:23][C:24]3[CH:29]=[CH:28][CH:27]=[CH:26][CH:25]=3)=[C:14]3[C:9]=2[CH:10]=[CH:11][CH:12]=[CH:13]3)[CH:5]=[C:4]([Br:30])[C:3]=1[OH:31].O[C@@H:33]([CH2:38][C:39]1[CH:44]=[CH:43][CH:42]=[CH:41][CH:40]=1)[C:34]([O:36]C)=[O:35].BrBr. Product: [Br:30][C:4]1[CH:5]=[C:6]([C:8]2[C:20]3[C:19]([CH3:21])=[C:18]([CH3:22])[S:17][C:16]=3[C:15]([S:23][C:24]3[CH:29]=[CH:28][CH:27]=[CH:26][CH:25]=3)=[C:14]3[C:9]=2[CH:10]=[CH:11][CH:12]=[CH:13]3)[CH:7]=[C:2]([Br:1])[C:3]=1[O:31][C@H:33]([CH2:38][C:39]1[CH:44]=[CH:43][CH:42]=[CH:41][CH:40]=1)[C:34]([OH:36])=[O:35]. The catalyst class is: 22. (8) Reactant: [OH:1][N:2]=[C:3]([NH:5][C:6]([C:8]1[N:13]=[C:12]([NH:14]CC2C=CC=CC=2)[C:11]2[NH:22][C:23](=[O:32])[N:24]([CH2:25][C:26]3[CH:31]=[CH:30][CH:29]=[CH:28][CH:27]=3)[C:10]=2[CH:9]=1)=O)[CH3:4]. Product: [NH2:14][C:12]1[C:11]2[NH:22][C:23](=[O:32])[N:24]([CH2:25][C:26]3[CH:27]=[CH:28][CH:29]=[CH:30][CH:31]=3)[C:10]=2[CH:9]=[C:8]([C:6]2[O:1][N:2]=[C:3]([CH3:4])[N:5]=2)[N:13]=1. The catalyst class is: 11. (9) Reactant: Br[C:2]1[N:3]=[C:4]2[C:10]([CH:11]([C:13]3[C:18]([Cl:19])=[CH:17][CH:16]=[C:15]([F:20])[C:14]=3[Cl:21])[CH3:12])=[CH:9][NH:8][C:5]2=[N:6][CH:7]=1.[C:22]([O:26][C:27]([N:29]1[CH2:34][CH2:33][CH:32]([N:35]2[CH:39]=[C:38](B3OC(C)(C)C(C)(C)O3)[CH:37]=[N:36]2)[CH2:31][CH2:30]1)=[O:28])([CH3:25])([CH3:24])[CH3:23].C([O-])([O-])=O.[Na+].[Na+]. Product: [C:22]([O:26][C:27]([N:29]1[CH2:30][CH2:31][CH:32]([N:35]2[CH:39]=[C:38]([C:2]3[N:3]=[C:4]4[C:10]([CH:11]([C:13]5[C:18]([Cl:19])=[CH:17][CH:16]=[C:15]([F:20])[C:14]=5[Cl:21])[CH3:12])=[CH:9][NH:8][C:5]4=[N:6][CH:7]=3)[CH:37]=[N:36]2)[CH2:33][CH2:34]1)=[O:28])([CH3:25])([CH3:23])[CH3:24]. The catalyst class is: 600.